This data is from Catalyst prediction with 721,799 reactions and 888 catalyst types from USPTO. The task is: Predict which catalyst facilitates the given reaction. (1) Reactant: [CH3:1][O:2][C:3]1[CH:4]=[C:5]2[C:10](=[CH:11][C:12]=1[O:13][CH3:14])[N:9]=[CH:8][CH:7]=[C:6]2[O:15][C:16]1[CH:22]=[CH:21][C:19]([NH2:20])=[C:18]([CH3:23])[C:17]=1[CH3:24].ClC(Cl)(O[C:29](=[O:35])[O:30][C:31](Cl)(Cl)Cl)Cl.OC[N:39]1[C:47](=[O:48])[C:46]2[C:41](=[CH:42][CH:43]=[CH:44][CH:45]=2)[C:40]1=[O:49].C(=O)(O)[O-].[Na+]. Product: [CH3:1][O:2][C:3]1[CH:4]=[C:5]2[C:10](=[CH:11][C:12]=1[O:13][CH3:14])[N:9]=[CH:8][CH:7]=[C:6]2[O:15][C:16]1[CH:22]=[CH:21][C:19]([NH:20][C:29](=[O:35])[O:30][CH2:31][N:39]2[C:47](=[O:48])[C:46]3[C:41](=[CH:42][CH:43]=[CH:44][CH:45]=3)[C:40]2=[O:49])=[C:18]([CH3:23])[C:17]=1[CH3:24]. The catalyst class is: 208. (2) Reactant: [NH2:1][C:2]1[CH:10]=[CH:9][C:5]([C:6]([OH:8])=[O:7])=[CH:4][CH:3]=1.[CH3:11][C:12]([CH3:16])=[CH:13][CH2:14]O.C1CCC(N=C=NC2CCCCC2)CC1. Product: [CH3:11][C:12]([CH3:16])=[CH:13][CH2:14][O:7][C:6](=[O:8])[C:5]1[CH:9]=[CH:10][C:2]([NH2:1])=[CH:3][CH:4]=1. The catalyst class is: 840. (3) Reactant: [CH:1]1[CH:2]=[CH:3][N:4]2[CH2:10][C:9]3[CH:11]=[CH:12][CH:13]=[CH:14][C:8]=3[NH:7][CH2:6][C:5]=12.C(N(CC)C(C)C)(C)C.[I:24][C:25]1[CH:33]=[CH:32][C:28]([C:29](Cl)=[O:30])=[CH:27][C:26]=1[CH3:34].C(OCC)C. Product: [I:24][C:25]1[CH:33]=[CH:32][C:28]([C:29]([N:7]2[C:8]3[CH:14]=[CH:13][CH:12]=[CH:11][C:9]=3[CH2:10][N:4]3[CH:3]=[CH:2][CH:1]=[C:5]3[CH2:6]2)=[O:30])=[CH:27][C:26]=1[CH3:34]. The catalyst class is: 4. (4) Reactant: Br[CH2:2][C:3]([C:5]1[O:6][CH:7]=[CH:8][CH:9]=1)=O.[Cl:10][C:11]1[N:16]=[N:15][C:14]([NH2:17])=[CH:13][CH:12]=1.C(Cl)(Cl)Cl.C(O)(C)C. Product: [Cl:10][C:11]1[CH:12]=[CH:13][C:14]2[N:15]([CH:2]=[C:3]([C:5]3[O:6][CH:7]=[CH:8][CH:9]=3)[N:17]=2)[N:16]=1. The catalyst class is: 38.